Dataset: Catalyst prediction with 721,799 reactions and 888 catalyst types from USPTO. Task: Predict which catalyst facilitates the given reaction. Reactant: [CH3:1][C@@:2]1([OH:20])[C@H:6]([OH:7])[C@@H:5]([CH2:8][OH:9])[O:4][C@H:3]1[N:10]1[CH:18]=[N:17][C:16]2[C:11]1=[N:12][CH:13]=[N:14][C:15]=2Br.C([O-])([O-])=O.[K+].[K+].[S:27]1[CH:31]=[CH:30][C:29](B(O)O)=[CH:28]1. The catalyst class is: 206. Product: [CH3:1][C@@:2]1([OH:20])[C@H:6]([OH:7])[C@@H:5]([CH2:8][OH:9])[O:4][C@H:3]1[N:10]1[CH:18]=[N:17][C:16]2[C:11]1=[N:12][CH:13]=[N:14][C:15]=2[C:29]1[CH:30]=[CH:31][S:27][CH:28]=1.